Regression. Given two drug SMILES strings and cell line genomic features, predict the synergy score measuring deviation from expected non-interaction effect. From a dataset of NCI-60 drug combinations with 297,098 pairs across 59 cell lines. (1) Drug 1: CCC1(CC2CC(C3=C(CCN(C2)C1)C4=CC=CC=C4N3)(C5=C(C=C6C(=C5)C78CCN9C7C(C=CC9)(C(C(C8N6C)(C(=O)OC)O)OC(=O)C)CC)OC)C(=O)OC)O.OS(=O)(=O)O. Drug 2: C1CCC(C(C1)N)N.C(=O)(C(=O)[O-])[O-].[Pt+4]. Cell line: HCC-2998. Synergy scores: CSS=30.4, Synergy_ZIP=-4.11, Synergy_Bliss=-3.20, Synergy_Loewe=-4.07, Synergy_HSA=-3.78. (2) Drug 1: C1=C(C(=O)NC(=O)N1)F. Drug 2: CN(C)C1=NC(=NC(=N1)N(C)C)N(C)C. Cell line: SF-295. Synergy scores: CSS=32.0, Synergy_ZIP=-10.7, Synergy_Bliss=-6.82, Synergy_Loewe=-10.1, Synergy_HSA=-5.04.